Task: Predict the reaction yield, written as a fraction of the theoretical maximum amount of product (1.0 means a 100% yield; for example, 0.34 means a 34% yield).. Dataset: Reaction yield outcomes from USPTO patents with 853,638 reactions (1) The reactants are [C:1]([O:5][C:6](=[O:78])[CH2:7][CH2:8][C@H:9]([C:40](=[O:77])[NH:41][C@@H:42]([C:64](=[O:76])[NH:65][C:66]1([CH:69]([OH:75])[CH2:70][C:71]([O:73]C)=[O:72])[CH2:68][CH2:67]1)[CH2:43][S:44][C:45]([C:58]1[CH:63]=[CH:62][CH:61]=[CH:60][CH:59]=1)([C:52]1[CH:57]=[CH:56][CH:55]=[CH:54][CH:53]=1)[C:46]1[CH:51]=[CH:50][CH:49]=[CH:48][CH:47]=1)[NH:10][C:11](=[O:39])[CH2:12][C@H:13]([OH:38])/[CH:14]=[CH:15]/[CH2:16][CH2:17][S:18][C:19]([C:32]1[CH:37]=[CH:36][CH:35]=[CH:34][CH:33]=1)([C:26]1[CH:31]=[CH:30][CH:29]=[CH:28][CH:27]=1)[C:20]1[CH:25]=[CH:24][CH:23]=[CH:22][CH:21]=1)([CH3:4])([CH3:3])[CH3:2].[Li+].[OH-]. The catalyst is C1COCC1.O. The product is [C:1]([O:5][C:6](=[O:78])[CH2:7][CH2:8][C@H:9]([C:40](=[O:77])[NH:41][C@@H:42]([C:64](=[O:76])[NH:65][C:66]1([CH:69]([OH:75])[CH2:70][C:71]([OH:73])=[O:72])[CH2:67][CH2:68]1)[CH2:43][S:44][C:45]([C:46]1[CH:47]=[CH:48][CH:49]=[CH:50][CH:51]=1)([C:58]1[CH:59]=[CH:60][CH:61]=[CH:62][CH:63]=1)[C:52]1[CH:53]=[CH:54][CH:55]=[CH:56][CH:57]=1)[NH:10][C:11](=[O:39])[CH2:12][C@H:13]([OH:38])/[CH:14]=[CH:15]/[CH2:16][CH2:17][S:18][C:19]([C:20]1[CH:21]=[CH:22][CH:23]=[CH:24][CH:25]=1)([C:32]1[CH:37]=[CH:36][CH:35]=[CH:34][CH:33]=1)[C:26]1[CH:27]=[CH:28][CH:29]=[CH:30][CH:31]=1)([CH3:4])([CH3:2])[CH3:3]. The yield is 0.860. (2) The reactants are [CH3:1][O:2][C:3]1[CH:8]=[C:7]([CH3:9])[C:6]([NH:10][C:11]([NH:13]/[N:14]=[CH:15]/[C:16]2[CH:21]=[CH:20][C:19]([C:22]3[N:26]=[CH:25][N:24]([C:27]4[CH:32]=[CH:31][C:30]([O:33][C:34]([F:37])([F:36])[F:35])=[CH:29][CH:28]=4)[N:23]=3)=[CH:18][CH:17]=2)=[S:12])=[C:5]([CH3:38])[CH:4]=1.Br[CH2:40][C:41](OC)=[O:42]. The catalyst is CCO.O. The product is [CH3:1][O:2][C:3]1[CH:8]=[C:7]([CH3:9])[C:6]([N:10]2[C:41](=[O:42])[CH2:40][S:12]/[C:11]/2=[N:13]/[N:14]=[CH:15]\[C:16]2[CH:17]=[CH:18][C:19]([C:22]3[N:26]=[CH:25][N:24]([C:27]4[CH:32]=[CH:31][C:30]([O:33][C:34]([F:36])([F:37])[F:35])=[CH:29][CH:28]=4)[N:23]=3)=[CH:20][CH:21]=2)=[C:5]([CH3:38])[CH:4]=1. The yield is 0.760. (3) The reactants are [Br:1][C:2]1[CH:3]=[C:4]([O:11][CH2:12][C@@H:13]2[CH2:17][CH2:16][N:15]([C:18]([O:20][C:21]([CH3:24])([CH3:23])[CH3:22])=[O:19])[CH2:14]2)[C:5]([C:9]#[N:10])=[N:6][C:7]=1[Cl:8].[H-].[CH2:26]([Al+]CC(C)C)C(C)C.C(OC(=O)C)=O.P(Cl)(Cl)(Cl)=O.C(N(CC)CC)C. The catalyst is C(Cl)Cl. The product is [Br:1][C:2]1[CH:3]=[C:4]([O:11][CH2:12][C@@H:13]2[CH2:17][CH2:16][N:15]([C:18]([O:20][C:21]([CH3:24])([CH3:23])[CH3:22])=[O:19])[CH2:14]2)[C:5]2[N:6]([CH:26]=[N:10][CH:9]=2)[C:7]=1[Cl:8]. The yield is 0.690. (4) The reactants are [CH3:1][C@H:2]1[CH2:7][C:6](=[O:8])[CH2:5][C@H:4]([CH3:9])[NH:3]1.[C:10](O[C:10]([O:12][C:13]([CH3:16])([CH3:15])[CH3:14])=[O:11])([O:12][C:13]([CH3:16])([CH3:15])[CH3:14])=[O:11].C(N(CC)CC)C. The catalyst is C(Cl)Cl. The product is [CH3:1][C@H:2]1[CH2:7][C:6](=[O:8])[CH2:5][C@H:4]([CH3:9])[N:3]1[C:10]([O:12][C:13]([CH3:16])([CH3:15])[CH3:14])=[O:11]. The yield is 0.650. (5) The reactants are [C:1]([NH:11][CH2:12][CH2:13][C:14]([OH:16])=O)([O:3][CH2:4][C:5]1[CH:10]=[CH:9][CH:8]=[CH:7][CH:6]=1)=[O:2].C(Cl)(=O)C([Cl:20])=O. The catalyst is C(Cl)Cl. The product is [C:1]([NH:11][CH2:12][CH2:13][C:14]([Cl:20])=[O:16])([O:3][CH2:4][C:5]1[CH:10]=[CH:9][CH:8]=[CH:7][CH:6]=1)=[O:2]. The yield is 0.990. (6) The reactants are [N:1]([O-])=O.[Na+].[NH2:5][C:6]1[CH:7]=[N:8][CH:9]=[CH:10][CH:11]=1.C[O:13][C:14](=[O:29])[CH:15]([NH:20][C:21]([C:23]1[CH:28]=[CH:27][CH:26]=[CH:25][N:24]=1)=O)C(OC)=O.C(=O)([O-])[O-].[K+].[K+].C[O-].[Na+]. The catalyst is O.C(O)(=O)C.Cl.CC(C)=O.CO.C(OCC)(=O)C. The product is [N:8]1[CH:9]=[CH:10][CH:11]=[C:6]([N:5]2[C:21]([C:23]3[CH:28]=[CH:27][CH:26]=[CH:25][N:24]=3)=[N:20][C:15]([C:14]([OH:13])=[O:29])=[N:1]2)[CH:7]=1. The yield is 0.960.